From a dataset of Cav3 T-type calcium channel HTS with 100,875 compounds. Binary Classification. Given a drug SMILES string, predict its activity (active/inactive) in a high-throughput screening assay against a specified biological target. (1) The result is 0 (inactive). The molecule is S(=O)(=O)(N1CCCCCC1)c1ccc(S(=O)(=O)NCCc2ccncc2)cc1. (2) The drug is S(c1n(Cc2ccccc2)c2ncccc2n1)CC(=O)Nc1sc(nn1)CC. The result is 0 (inactive). (3) The drug is s1c(C(=O)N2CCCC2)c(c(c1NC(=O)c1cc(ccc1)C)C#N)C. The result is 0 (inactive). (4) The compound is O(c1c(C2NC(=O)NC(=C2C(=O)Nc2c(OCC)cccc2)C)cccc1OC)C. The result is 0 (inactive). (5) The result is 0 (inactive). The molecule is FC(F)(F)C(NC(=O)NCCCn1ccnc1)(C(F)(F)F)C. (6) The drug is S(c1n(CCC)c(nn1)c1cccnc1)CC(=O)Nc1cc(ccc1)C(OC)=O. The result is 0 (inactive). (7) The molecule is O=C(/C=C(\Nc1ccc(O)cc1)CC)c1ccncc1. The result is 0 (inactive).